Dataset: NCI-60 drug combinations with 297,098 pairs across 59 cell lines. Task: Regression. Given two drug SMILES strings and cell line genomic features, predict the synergy score measuring deviation from expected non-interaction effect. (1) Drug 1: CCC1=C2CN3C(=CC4=C(C3=O)COC(=O)C4(CC)O)C2=NC5=C1C=C(C=C5)O. Drug 2: CNC(=O)C1=NC=CC(=C1)OC2=CC=C(C=C2)NC(=O)NC3=CC(=C(C=C3)Cl)C(F)(F)F. Cell line: SK-MEL-28. Synergy scores: CSS=14.1, Synergy_ZIP=-5.25, Synergy_Bliss=-3.07, Synergy_Loewe=-1.63, Synergy_HSA=-1.59. (2) Drug 1: C1CCC(CC1)NC(=O)N(CCCl)N=O. Drug 2: CCCCCOC(=O)NC1=NC(=O)N(C=C1F)C2C(C(C(O2)C)O)O. Cell line: T-47D. Synergy scores: CSS=12.3, Synergy_ZIP=0.322, Synergy_Bliss=5.16, Synergy_Loewe=-0.646, Synergy_HSA=4.79. (3) Drug 1: CS(=O)(=O)CCNCC1=CC=C(O1)C2=CC3=C(C=C2)N=CN=C3NC4=CC(=C(C=C4)OCC5=CC(=CC=C5)F)Cl. Drug 2: CC1=C(N=C(N=C1N)C(CC(=O)N)NCC(C(=O)N)N)C(=O)NC(C(C2=CN=CN2)OC3C(C(C(C(O3)CO)O)O)OC4C(C(C(C(O4)CO)O)OC(=O)N)O)C(=O)NC(C)C(C(C)C(=O)NC(C(C)O)C(=O)NCCC5=NC(=CS5)C6=NC(=CS6)C(=O)NCCC[S+](C)C)O. Cell line: K-562. Synergy scores: CSS=-13.6, Synergy_ZIP=10.1, Synergy_Bliss=2.16, Synergy_Loewe=-20.1, Synergy_HSA=-18.6. (4) Drug 1: C1=NC(=NC(=O)N1C2C(C(C(O2)CO)O)O)N. Drug 2: CCN(CC)CCCC(C)NC1=C2C=C(C=CC2=NC3=C1C=CC(=C3)Cl)OC. Cell line: SK-MEL-5. Synergy scores: CSS=29.7, Synergy_ZIP=-3.16, Synergy_Bliss=5.38, Synergy_Loewe=-4.84, Synergy_HSA=5.75.